Dataset: Reaction yield outcomes from USPTO patents with 853,638 reactions. Task: Predict the reaction yield, written as a fraction of the theoretical maximum amount of product (1.0 means a 100% yield; for example, 0.34 means a 34% yield). (1) The reactants are [C:1]([NH:4][C:5]1[C:6]([N+:16]([O-:18])=[O:17])=[C:7]([C:12](Br)=[CH:13][CH:14]=1)[C:8]([O:10][CH3:11])=[O:9])(=[O:3])[CH3:2].C1(P(C2C=CC=CC=2)C2C=CC=CC=2)C=CC=CC=1.C(=O)([O-])[O-].[K+].[K+].[C:44]([O:48][CH3:49])(=[O:47])[CH:45]=[CH2:46]. The catalyst is CN(C)C=O.O.C([O-])(=O)C.[Pd+2].C([O-])(=O)C. The product is [C:1]([NH:4][C:5]1[C:6]([N+:16]([O-:18])=[O:17])=[C:7]([C:12](/[CH:46]=[CH:45]/[C:44]([O:48][CH3:49])=[O:47])=[CH:13][CH:14]=1)[C:8]([O:10][CH3:11])=[O:9])(=[O:3])[CH3:2]. The yield is 0.600. (2) The reactants are Br[C:2]1[CH:7]=[CH:6][C:5]([C:8]2([CH3:21])[CH2:13][CH2:12][N:11]([C:14]([O:16][C:17]([CH3:20])([CH3:19])[CH3:18])=[O:15])[CH2:10][CH2:9]2)=[CH:4][CH:3]=1.[Li+].C[Si]([N-:27][Si](C)(C)C)(C)C. The catalyst is C1COCC1.C1C=CC(/C=C/C(/C=C/C2C=CC=CC=2)=O)=CC=1.C1C=CC(/C=C/C(/C=C/C2C=CC=CC=2)=O)=CC=1.C1C=CC(/C=C/C(/C=C/C2C=CC=CC=2)=O)=CC=1.[Pd].[Pd].C1(P(C2C=CC=CC=2C2C=CC=CC=2)C2CCCCC2)CCCCC1. The product is [NH2:27][C:2]1[CH:7]=[CH:6][C:5]([C:8]2([CH3:21])[CH2:13][CH2:12][N:11]([C:14]([O:16][C:17]([CH3:20])([CH3:19])[CH3:18])=[O:15])[CH2:10][CH2:9]2)=[CH:4][CH:3]=1. The yield is 0.360. (3) The reactants are [Cl:1][C:2]1[CH:11]=[C:10]2[C:5]([C:6]([OH:18])=[C:7](C(OCC)=O)[C:8](=[O:12])[NH:9]2)=[CH:4][C:3]=1[I:19].Cl. The catalyst is O1CCOCC1. The product is [Cl:1][C:2]1[CH:11]=[C:10]2[C:5]([C:6]([OH:18])=[CH:7][C:8](=[O:12])[NH:9]2)=[CH:4][C:3]=1[I:19]. The yield is 0.428. (4) The reactants are [Cl:1][C:2]1[CH:11]=[CH:10][CH:9]=[C:8]([CH3:12])[C:3]=1[C:4]([O:6][CH3:7])=[O:5].[Br:13]N1C(=O)CCC1=O.C(OOC(=O)C1C=CC=CC=1)(=O)C1C=CC=CC=1.ClCCl. The catalyst is C(Cl)(Cl)(Cl)Cl. The product is [Br:13][CH2:12][C:8]1[CH:9]=[CH:10][CH:11]=[C:2]([Cl:1])[C:3]=1[C:4]([O:6][CH3:7])=[O:5]. The yield is 0.950. (5) The catalyst is CN(C)C=O. The product is [CH3:5][NH:4][C:11](=[O:12])[O:13][C:14]1[CH:19]=[CH:18][CH:17]=[CH:16][CH:15]=1. The reactants are Cl.CN.[N:4]1C=CC=C[CH:5]=1.Cl[C:11]([O:13][C:14]1[CH:19]=[CH:18][CH:17]=[CH:16][CH:15]=1)=[O:12]. The yield is 0.591.